This data is from Catalyst prediction with 721,799 reactions and 888 catalyst types from USPTO. The task is: Predict which catalyst facilitates the given reaction. (1) Product: [CH3:12][O:11][C:8]1[CH:9]=[CH:10][C:5]([N:4]([CH2:13][CH2:14][O:11][C:8]2[CH:9]=[CH:10][C:16]([OH:19])=[CH:6][CH:7]=2)[CH2:3][CH2:2][O:23][C:22]2[CH:29]=[CH:28][C:26]([OH:27])=[CH:25][CH:24]=2)=[CH:6][CH:7]=1. The catalyst class is: 3. Reactant: Cl[CH2:2][CH2:3][N:4]([CH2:13][CH2:14]Cl)[C:5]1[CH:10]=[CH:9][C:8]([O:11][CH3:12])=[CH:7][CH:6]=1.[C:16]([O-:19])([O-])=O.[K+].[K+].[C:22]1([CH:29]=[CH:28][C:26]([OH:27])=[CH:25][CH:24]=1)[OH:23]. (2) Reactant: [F:1][C:2]1[C:7]([F:8])=[CH:6][CH:5]=[CH:4][C:3]=1[C:9]1[CH:14]=[C:13]([O:15][CH2:16][C:17]#[C:18][CH2:19]O)[N:12]=[CH:11][N:10]=1.[F:21]C1(F)N(C)CCN1C.O. Product: [F:1][C:2]1[C:7]([F:8])=[CH:6][CH:5]=[CH:4][C:3]=1[C:9]1[CH:14]=[C:13]([O:15][CH2:16][C:17]#[C:18][CH2:19][F:21])[N:12]=[CH:11][N:10]=1. The catalyst class is: 10. (3) Reactant: [C:1]([C:5](Cl)=[O:6])([CH3:4])([CH3:3])[CH3:2].[NH2:8][C:9]1[CH:14]=[CH:13][C:12]([S:15]([C:18]2[C:19]([CH3:34])=[N:20][N:21]([CH2:24][CH2:25][NH:26][C:27](=[O:33])[O:28][C:29]([CH3:32])([CH3:31])[CH3:30])[C:22]=2[CH3:23])(=[O:17])=[O:16])=[CH:11][CH:10]=1.N1C=CC=CC=1. Product: [CH3:2][C:1]([CH3:4])([CH3:3])[C:5]([NH:8][C:9]1[CH:10]=[CH:11][C:12]([S:15]([C:18]2[C:19]([CH3:34])=[N:20][N:21]([CH2:24][CH2:25][NH:26][C:27](=[O:33])[O:28][C:29]([CH3:30])([CH3:31])[CH3:32])[C:22]=2[CH3:23])(=[O:16])=[O:17])=[CH:13][CH:14]=1)=[O:6]. The catalyst class is: 4. (4) Reactant: [CH3:1][C:2]1([CH3:9])[O:6][CH:5]([CH2:7][OH:8])[CH2:4][O:3]1.C(Cl)Cl.[C:13]1([CH3:23])[CH:18]=[CH:17][C:16]([S:19](Cl)(=[O:21])=[O:20])=[CH:15][CH:14]=1. Product: [CH3:1][C:2]1([CH3:9])[O:6][CH:5]([CH2:7][O:8][S:19]([C:16]2[CH:17]=[CH:18][C:13]([CH3:23])=[CH:14][CH:15]=2)(=[O:21])=[O:20])[CH2:4][O:3]1. The catalyst class is: 6. (5) Reactant: [F:1][C:2]1[CH:3]=[C:4]([CH3:15])[C:5]([N+:12]([O-])=O)=[C:6]([CH:11]=1)[C:7]([O:9][CH3:10])=[O:8]. Product: [NH2:12][C:5]1[C:4]([CH3:15])=[CH:3][C:2]([F:1])=[CH:11][C:6]=1[C:7]([O:9][CH3:10])=[O:8]. The catalyst class is: 19. (6) Reactant: [CH2:1]([O:3][C:4]([C:6]1[C:15](=[O:16])[C:14]2[C:9](=[C:10]([O:33][CH:34]([F:36])[F:35])[C:11]([C:17]3[CH2:32][N:20]4[CH2:21][CH2:22][N:23]([C:25]([O:27][C:28]([CH3:31])([CH3:30])[CH3:29])=[O:26])[CH2:24][CH:19]4[CH:18]=3)=[CH:12][CH:13]=2)[N:8]([CH:37]2[CH2:39][CH2:38]2)[CH:7]=1)=[O:5])[CH3:2]. Product: [CH2:1]([O:3][C:4]([C:6]1[C:15](=[O:16])[C:14]2[C:9](=[C:10]([O:33][CH:34]([F:36])[F:35])[C:11]([C:17]3[CH:18]=[C:19]4[CH2:24][N:23]([C:25]([O:27][C:28]([CH3:31])([CH3:29])[CH3:30])=[O:26])[CH2:22][CH2:21][N:20]4[CH:32]=3)=[CH:12][CH:13]=2)[N:8]([CH:37]2[CH2:38][CH2:39]2)[CH:7]=1)=[O:5])[CH3:2]. The catalyst class is: 19. (7) Reactant: [Cl:1][C:2]1[CH:7]=[CH:6][C:5]([SH:8])=[CH:4][CH:3]=1.C([O-])([O-])=O.[K+].[K+].CN(C=O)C.Br[CH2:21][C:22](=[O:25])[CH2:23][CH3:24]. Product: [Cl:1][C:2]1[CH:7]=[CH:6][C:5]([S:8][CH2:21][C:22](=[O:25])[CH2:23][CH3:24])=[CH:4][CH:3]=1. The catalyst class is: 13.